From a dataset of Retrosynthesis with 50K atom-mapped reactions and 10 reaction types from USPTO. Predict the reactants needed to synthesize the given product. (1) Given the product CCOC(=O)N1CCN(C(=O)[C@@H](N)CCCCOCc2ccccc2)CC1, predict the reactants needed to synthesize it. The reactants are: CCOC(=O)N1CCN(C(=O)[C@H](CCCCOCc2ccccc2)NC(=O)OCC2c3ccccc3-c3ccccc32)CC1. (2) Given the product CC(C)(C)c1nc2cc(S(=O)(=O)N3CCC[C@H](C(=O)O)C3)ccc2n1CC1CCOCC1, predict the reactants needed to synthesize it. The reactants are: CCOC(=O)[C@H]1CCCN(S(=O)(=O)c2ccc3c(c2)nc(C(C)(C)C)n3CC2CCOCC2)C1. (3) Given the product CCC(CC)(c1ccc(OCC(O[Si](C)(C)C(C)(C)C)C(C)(C)C)c(C)c1)c1cc(C)c(CNCC(=O)OC)s1, predict the reactants needed to synthesize it. The reactants are: CCC(CC)(c1ccc(OCC(O[Si](C)(C)C(C)(C)C)C(C)(C)C)c(C)c1)c1cc(C)c(C=O)s1.COC(=O)CN. (4) Given the product CC(=O)Nc1nc(CCc2ccc(COC(=O)NN)c(F)c2)cs1, predict the reactants needed to synthesize it. The reactants are: CC(=O)Nc1nc(CCc2ccc(COC(=O)NNC(=O)OC(C)(C)C)c(F)c2)cs1. (5) Given the product CCCS(=O)c1nc2ccc(OCCCCCC(=O)OC)cc2n1-c1ccc(C)cc1, predict the reactants needed to synthesize it. The reactants are: CCCSc1nc2ccc(OCCCCCC(=O)OC)cc2n1-c1ccc(C)cc1.O=S([O-])OS(=O)[O-]. (6) Given the product CCOc1ccc(Cn2c(C)nc3c(C)cc(COc4ccccc4C(=O)OC)cc32)c(Cl)c1, predict the reactants needed to synthesize it. The reactants are: CCOc1ccc(Cn2c(C)nc3c(C)cc(CO)cc32)c(Cl)c1.COC(=O)c1ccccc1O. (7) Given the product Brc1ccc2c(c1)CCC21OCCO1, predict the reactants needed to synthesize it. The reactants are: O=C1CCc2cc(Br)ccc21.OCCO. (8) Given the product CC1(C)CCC(CN2CCN(c3ccc(C(=O)NS(=O)(=O)c4ccc(NCC5CN(C(CF)CF)C5)c([N+](=O)[O-])c4)c(Oc4cnc5[nH]ccc5c4)c3)CC2)=C(c2ccc(Cl)cc2)C1, predict the reactants needed to synthesize it. The reactants are: CC1(C)CCC(CN2CCN(c3ccc(C(=O)NS(=O)(=O)c4ccc(NCC5CNC5)c([N+](=O)[O-])c4)c(Oc4cnc5[nH]ccc5c4)c3)CC2)=C(c2ccc(Cl)cc2)C1.O=C(CF)CF.